Dataset: Reaction yield outcomes from USPTO patents with 853,638 reactions. Task: Predict the reaction yield, written as a fraction of the theoretical maximum amount of product (1.0 means a 100% yield; for example, 0.34 means a 34% yield). The catalyst is C(Cl)Cl.CO. The product is [NH2:36][C@@H:37]([CH:41]([CH3:43])[CH3:42])[C:38]([NH:1][CH2:2][C:3]1[C:4]([NH:19][C@H:20]([C:22]2[CH:23]=[CH:24][C:25]([F:28])=[CH:26][CH:27]=2)[CH3:21])=[N:5][C:6]([NH:10][C:11]2[CH:15]=[C:14]([CH:16]3[CH2:18][CH2:17]3)[NH:13][N:12]=2)=[C:7]([F:9])[CH:8]=1)=[O:39]. The yield is 0.260. The reactants are [NH2:1][CH2:2][C:3]1[C:4]([NH:19][C@H:20]([C:22]2[CH:27]=[CH:26][C:25]([F:28])=[CH:24][CH:23]=2)[CH3:21])=[N:5][C:6]([NH:10][C:11]2[CH:15]=[C:14]([CH:16]3[CH2:18][CH2:17]3)[NH:13][N:12]=2)=[C:7]([F:9])[CH:8]=1.C(OC([NH:36][C@@H:37]([CH:41]([CH3:43])[CH3:42])[C:38](O)=[O:39])=O)(C)(C)C.CN(C(ON1N=NC2C=CC=CC1=2)=[N+](C)C)C.F[P-](F)(F)(F)(F)F.CCOCC.